From a dataset of Full USPTO retrosynthesis dataset with 1.9M reactions from patents (1976-2016). Predict the reactants needed to synthesize the given product. (1) The reactants are: OCCCC[CH2:6][CH2:7][CH2:8][CH2:9][NH:10][C:11]([C:13]1[CH:14]=[C:15]([S:19]([C:22]2[CH:23]=[C:24]3[C:29](=[C:30]([CH3:32])[CH:31]=2)[N:28]=[CH:27][C:26]([C:33]([NH2:35])=[O:34])=[C:25]3[NH:36][C:37]2[CH:42]=[CH:41][CH:40]=[C:39]([O:43][CH3:44])[CH:38]=2)(=[O:21])=[O:20])[CH:16]=[CH:17][CH:18]=1)=[O:12].NCCCC[CH2:50][CH2:51][OH:52]. Given the product [OH:52][CH2:51][CH2:50][CH2:6][CH2:7][CH2:8][CH2:9][NH:10][C:11]([C:13]1[CH:14]=[C:15]([S:19]([C:22]2[CH:23]=[C:24]3[C:29](=[C:30]([CH3:32])[CH:31]=2)[N:28]=[CH:27][C:26]([C:33]([NH2:35])=[O:34])=[C:25]3[NH:36][C:37]2[CH:42]=[CH:41][CH:40]=[C:39]([O:43][CH3:44])[CH:38]=2)(=[O:21])=[O:20])[CH:16]=[CH:17][CH:18]=1)=[O:12], predict the reactants needed to synthesize it. (2) Given the product [Si:2]([O:22][CH2:21][CH2:20][N:17]1[C:18]([CH3:19])=[C:14]([O:13][C:12]2[CH:24]=[C:25]([Cl:27])[CH:26]=[C:10]([Cl:9])[CH:11]=2)[C:15]([CH3:23])=[N:16]1)([C:5]([CH3:8])([CH3:7])[CH3:6])([CH3:4])[CH3:3], predict the reactants needed to synthesize it. The reactants are: Cl[Si:2]([C:5]([CH3:8])([CH3:7])[CH3:6])([CH3:4])[CH3:3].[Cl:9][C:10]1[CH:11]=[C:12]([CH:24]=[C:25]([Cl:27])[CH:26]=1)[O:13][C:14]1[C:15]([CH3:23])=[N:16][N:17]([CH2:20][CH2:21][OH:22])[C:18]=1[CH3:19].N1C=CN=C1.O. (3) Given the product [OH:29][N:7]1[NH:6][N:5]=[CH:24][N:23]1[C:20]1[CH:21]=[CH:22][C:17]([O:16][CH2:9][C:10]2[CH:15]=[CH:14][CH:13]=[CH:12][CH:11]=2)=[CH:18][CH:19]=1, predict the reactants needed to synthesize it. The reactants are: [Al+3].[Cl-].[Cl-].[Cl-].[N-:5]=[N+:6]=[N-:7].[Na+].[CH2:9]([O:16][C:17]1[CH:22]=[CH:21][C:20]([N:23]=[C:24]=O)=[CH:19][CH:18]=1)[C:10]1[CH:15]=[CH:14][CH:13]=[CH:12][CH:11]=1.C1C[O:29]CC1. (4) Given the product [CH3:34][S:35]([OH:38])(=[O:37])=[O:36].[C:1]([C:4]1[C:12]2[C:11]([CH3:13])=[C:10]([C:14]([NH:16][C:17]3[CH:26]=[C:25]([C:27]([OH:30])([CH3:29])[CH3:28])[C:24]4[C:19](=[CH:20][CH:21]=[CH:22][CH:23]=4)[N:18]=3)=[O:15])[S:9][C:8]=2[C:7]([C:31](=[O:33])[CH3:32])=[CH:6][CH:5]=1)(=[O:3])[CH3:2], predict the reactants needed to synthesize it. The reactants are: [C:1]([C:4]1[C:12]2[C:11]([CH3:13])=[C:10]([C:14]([NH:16][C:17]3[CH:26]=[C:25]([C:27]([OH:30])([CH3:29])[CH3:28])[C:24]4[C:19](=[CH:20][CH:21]=[CH:22][CH:23]=4)[N:18]=3)=[O:15])[S:9][C:8]=2[C:7]([C:31](=[O:33])[CH3:32])=[CH:6][CH:5]=1)(=[O:3])[CH3:2].[CH3:34][S:35]([OH:38])(=[O:37])=[O:36].